Dataset: Catalyst prediction with 721,799 reactions and 888 catalyst types from USPTO. Task: Predict which catalyst facilitates the given reaction. (1) Reactant: [F:1][C:2]([F:33])([F:32])[C:3]([C:9]1[CH:10]=[N:11][C:12]([N:15]2[CH2:20][CH2:19][NH:18][CH2:17][C@@H:16]2[CH2:21][N:22]2[CH:27]3[CH2:28][CH:29]([OH:31])[CH2:30][CH:23]2[CH2:24][O:25][CH2:26]3)=[N:13][CH:14]=1)([OH:8])[C:4]([F:7])([F:6])[F:5].[F:34][C:35]([F:66])([F:65])[C:36]([C:42]1[CH:43]=[N:44][C:45]([N:48]2[CH2:53][CH2:52][NH:51][CH2:50][C@@H:49]2[CH2:54][N:55]2[CH:60]3[CH2:61][C:62](=[O:64])[CH2:63][CH:56]2[CH2:57][O:58][CH2:59]3)=[N:46][CH:47]=1)([OH:41])[C:37]([F:40])([F:39])[F:38].C(N(CC)CC)C.[Cl:74][C:75]1[N:80]=[CH:79][C:78]([S:81](Cl)(=[O:83])=[O:82])=[CH:77][CH:76]=1. Product: [Cl:74][C:75]1[N:80]=[CH:79][C:78]([S:81]([N:18]2[CH2:19][CH2:20][N:15]([C:12]3[N:13]=[CH:14][C:9]([C:3]([OH:8])([C:2]([F:1])([F:32])[F:33])[C:4]([F:5])([F:6])[F:7])=[CH:10][N:11]=3)[C@@H:16]([CH2:21][N:22]3[CH:23]4[CH2:30][CH:29]([OH:31])[CH2:28][CH:27]3[CH2:26][O:25][CH2:24]4)[CH2:17]2)(=[O:83])=[O:82])=[CH:77][CH:76]=1.[Cl:74][C:75]1[N:80]=[CH:79][C:78]([S:81]([N:51]2[CH2:52][CH2:53][N:48]([C:45]3[N:46]=[CH:47][C:42]([C:36]([OH:41])([C:35]([F:34])([F:65])[F:66])[C:37]([F:39])([F:38])[F:40])=[CH:43][N:44]=3)[C@@H:49]([CH2:54][N:55]3[CH:56]4[CH2:63][C:62](=[O:64])[CH2:61][CH:60]3[CH2:59][O:58][CH2:57]4)[CH2:50]2)(=[O:83])=[O:82])=[CH:77][CH:76]=1. The catalyst class is: 2. (2) Reactant: [C:1]([NH:5][CH2:6][CH2:7][NH:8][C:9]([C:11]1[CH:12]=[N:13][CH:14]=[C:15]([C:17]([NH:19][CH2:20][CH2:21][NH:22][C:23](=[O:26])[CH:24]=[CH2:25])=[O:18])[CH:16]=1)=[O:10])(=[O:4])[CH:2]=[CH2:3].[CH3:27][I:28]. Product: [I-:28].[C:23]([NH:22][CH2:21][CH2:20][NH:19][C:17]([C:15]1[CH:14]=[N+:13]([CH3:27])[CH:12]=[C:11]([C:9](=[O:10])[NH:8][CH2:7][CH2:6][NH:5][C:1](=[O:4])[CH:2]=[CH2:3])[CH:16]=1)=[O:18])(=[O:26])[CH:24]=[CH2:25]. The catalyst class is: 3.